From a dataset of NCI-60 drug combinations with 297,098 pairs across 59 cell lines. Regression. Given two drug SMILES strings and cell line genomic features, predict the synergy score measuring deviation from expected non-interaction effect. (1) Cell line: HCC-2998. Drug 1: C1=CC(=CC=C1CC(C(=O)O)N)N(CCCl)CCCl.Cl. Drug 2: CCC1(CC2CC(C3=C(CCN(C2)C1)C4=CC=CC=C4N3)(C5=C(C=C6C(=C5)C78CCN9C7C(C=CC9)(C(C(C8N6C)(C(=O)OC)O)OC(=O)C)CC)OC)C(=O)OC)O.OS(=O)(=O)O. Synergy scores: CSS=28.6, Synergy_ZIP=-2.04, Synergy_Bliss=1.79, Synergy_Loewe=-25.4, Synergy_HSA=-0.200. (2) Drug 1: CC1=C(N=C(N=C1N)C(CC(=O)N)NCC(C(=O)N)N)C(=O)NC(C(C2=CN=CN2)OC3C(C(C(C(O3)CO)O)O)OC4C(C(C(C(O4)CO)O)OC(=O)N)O)C(=O)NC(C)C(C(C)C(=O)NC(C(C)O)C(=O)NCCC5=NC(=CS5)C6=NC(=CS6)C(=O)NCCC[S+](C)C)O. Drug 2: CS(=O)(=O)OCCCCOS(=O)(=O)C. Cell line: MOLT-4. Synergy scores: CSS=41.7, Synergy_ZIP=0.484, Synergy_Bliss=1.12, Synergy_Loewe=-12.3, Synergy_HSA=1.19. (3) Drug 1: CN(C)N=NC1=C(NC=N1)C(=O)N. Drug 2: C1=NC2=C(N=C(N=C2N1C3C(C(C(O3)CO)O)O)F)N. Cell line: SF-268. Synergy scores: CSS=-0.612, Synergy_ZIP=2.20, Synergy_Bliss=1.58, Synergy_Loewe=-3.89, Synergy_HSA=-3.89. (4) Drug 1: CC(C)(C#N)C1=CC(=CC(=C1)CN2C=NC=N2)C(C)(C)C#N. Drug 2: CC(C)CN1C=NC2=C1C3=CC=CC=C3N=C2N. Cell line: MCF7. Synergy scores: CSS=-3.48, Synergy_ZIP=2.04, Synergy_Bliss=1.73, Synergy_Loewe=-1.04, Synergy_HSA=-1.70.